Dataset: Catalyst prediction with 721,799 reactions and 888 catalyst types from USPTO. Task: Predict which catalyst facilitates the given reaction. (1) Reactant: Br[C:2]1[C:3]2[C:10]([CH3:11])=[CH:9][S:8][C:4]=2[N:5]=[CH:6][N:7]=1.[Li]CCCC.[Cl:17][C:18]1[CH:23]=[CH:22][C:21]([CH2:24][CH2:25][C:26](N(OC)C)=[O:27])=[CH:20][CH:19]=1. Product: [Cl:17][C:18]1[CH:19]=[CH:20][C:21]([CH2:24][CH2:25][C:26]([C:2]2[C:3]3[C:10]([CH3:11])=[CH:9][S:8][C:4]=3[N:5]=[CH:6][N:7]=2)=[O:27])=[CH:22][CH:23]=1. The catalyst class is: 1. (2) Reactant: Cl[C:2]1[CH:7]=[C:6]([Cl:8])[N:5]=[C:4]([NH:9][C@H:10]([C:12]2[CH:17]=[CH:16][C:15]([F:18])=[CH:14][CH:13]=2)[CH3:11])[N:3]=1.[N:19]1[CH:24]=[C:23](B(O)O)[CH:22]=[N:21][CH:20]=1.C(=O)([O-])[O-].[K+].[K+].O1CCOCC1. Product: [Cl:8][C:6]1[N:5]=[C:4]([NH:9][C@H:10]([C:12]2[CH:17]=[CH:16][C:15]([F:18])=[CH:14][CH:13]=2)[CH3:11])[N:3]=[C:2]([C:23]2[CH:24]=[N:19][CH:20]=[N:21][CH:22]=2)[CH:7]=1. The catalyst class is: 84.